Dataset: Reaction yield outcomes from USPTO patents with 853,638 reactions. Task: Predict the reaction yield, written as a fraction of the theoretical maximum amount of product (1.0 means a 100% yield; for example, 0.34 means a 34% yield). (1) The reactants are [CH:1]12[CH2:7][CH:4]([CH:5]=[CH:6]1)[CH:3]1[C:8]([O:10][C:11](=O)[CH:2]21)=[O:9].Cl. The catalyst is O. The product is [C:4]12[CH2:7][CH:1]([CH2:6][CH2:5]1)[CH:2]1[C:3]=2[C:8](=[O:9])[O:10][CH2:11]1. The yield is 0.450. (2) The reactants are [Br:1][C:2]1[CH:7]=[CH:6][C:5]([C:8]([C:10]2[CH:15]=[CH:14][C:13]([O:16]C)=[CH:12][CH:11]=2)=[O:9])=[C:4]([Cl:18])[CH:3]=1.[Al+3].[Cl-].[Cl-].[Cl-].O. The catalyst is C1C=CC=CC=1. The product is [Br:1][C:2]1[CH:7]=[CH:6][C:5]([C:8]([C:10]2[CH:15]=[CH:14][C:13]([OH:16])=[CH:12][CH:11]=2)=[O:9])=[C:4]([Cl:18])[CH:3]=1. The yield is 0.740. (3) The catalyst is C(Cl)Cl. The yield is 0.740. The product is [Cl:1][C:2]1[N:7]=[C:6]([C:8]([NH:12][C:13]2[C:14]([CH3:24])=[CH:15][C:16]([C:17]([O:19][CH3:20])=[O:18])=[CH:21][C:22]=2[CH3:23])=[O:10])[C:5]([CH3:11])=[CH:4][CH:3]=1. The reactants are [Cl:1][C:2]1[N:7]=[C:6]([C:8]([OH:10])=O)[C:5]([CH3:11])=[CH:4][CH:3]=1.[NH2:12][C:13]1[C:22]([CH3:23])=[CH:21][C:16]([C:17]([O:19][CH3:20])=[O:18])=[CH:15][C:14]=1[CH3:24].C(N(CC)C(C)C)(C)C.CCCP1(OP(CCC)(=O)OP(CCC)(=O)O1)=O. (4) The reactants are [CH2:1]([O:3][C:4]([CH:6]1[CH2:11][NH:10][CH2:9][CH2:8][NH:7]1)=[O:5])[CH3:2].Br[CH:13]([C:20]1[CH:25]=[CH:24][CH:23]=[CH:22][CH:21]=1)[C:14]1[CH:19]=[CH:18][CH:17]=[CH:16][CH:15]=1.C([O-])([O-])=O.[K+].[K+]. The catalyst is CN(C=O)C.CCOC(C)=O. The product is [CH2:1]([O:3][C:4]([CH:6]1[CH2:11][N:10]([CH:13]([C:14]2[CH:19]=[CH:18][CH:17]=[CH:16][CH:15]=2)[C:20]2[CH:25]=[CH:24][CH:23]=[CH:22][CH:21]=2)[CH2:9][CH2:8][NH:7]1)=[O:5])[CH3:2]. The yield is 0.750. (5) The reactants are [OH:1][C@@H:2]1[CH2:8][N:7](C(OC(C)(C)C)=O)[CH2:6][CH2:5][N:4]([C:16]2[CH:21]=[CH:20][CH:19]=[C:18]([N:22]3[C:30]4[CH:29]=[C:28]([C:31]5[CH:32]=[N:33][N:34]([CH2:36][C:37]([F:40])([F:39])[F:38])[CH:35]=5)[N:27]=[CH:26][C:25]=4[CH:24]=[N:23]3)[N:17]=2)[CH2:3]1. The catalyst is Cl.CO. The product is [F:40][C:37]([F:38])([F:39])[CH2:36][N:34]1[CH:35]=[C:31]([C:28]2[N:27]=[CH:26][C:25]3[CH:24]=[N:23][N:22]([C:18]4[N:17]=[C:16]([N:4]5[CH2:3][C@H:2]([OH:1])[CH2:8][NH:7][CH2:6][CH2:5]5)[CH:21]=[CH:20][CH:19]=4)[C:30]=3[CH:29]=2)[CH:32]=[N:33]1. The yield is 0.526. (6) The reactants are [CH3:1][C:2]1[N:7]=[C:6]2[S:8][C:9]3[CH2:13][CH2:12][CH2:11][C:10]=3[C:5]2=[C:4]([C:14]2[CH:19]=[CH:18][C:17]([Cl:20])=[CH:16][CH:15]=2)[C:3]=1[CH2:21][C:22]([O:24][CH3:25])=[O:23].[Li+].C[Si]([N-][Si](C)(C)C)(C)C.[CH2:36]1[CH2:40]OC[CH2:37]1.ICCC. The catalyst is CN(C=O)C. The product is [CH3:1][C:2]1[N:7]=[C:6]2[S:8][C:9]3[CH2:13][CH2:12][CH2:11][C:10]=3[C:5]2=[C:4]([C:14]2[CH:19]=[CH:18][C:17]([Cl:20])=[CH:16][CH:15]=2)[C:3]=1[CH:21]([CH2:37][CH2:36][CH3:40])[C:22]([O:24][CH3:25])=[O:23]. The yield is 0.440. (7) The reactants are C(=O)([O-])[O-].[K+].[K+].[CH2:7](Br)[C:8]1[CH:13]=[CH:12][CH:11]=[CH:10][CH:9]=1.[OH:15][C:16]1[CH:21]=[C:20]([OH:22])[CH:19]=[CH:18][C:17]=1[C:23](=[O:25])[CH3:24]. The catalyst is CN(C=O)C. The product is [CH2:7]([O:22][C:20]1[CH:19]=[CH:18][C:17]([C:23](=[O:25])[CH3:24])=[C:16]([OH:15])[CH:21]=1)[C:8]1[CH:13]=[CH:12][CH:11]=[CH:10][CH:9]=1. The yield is 0.550. (8) The reactants are [OH:1][C:2]1[CH:11]=[CH:10][C:9]2[N:8]=[C:7]([C:12]3[S:13][CH:14]=[CH:15][N:16]=3)[C:6]([C:17]3[CH:22]=[CH:21][CH:20]=[CH:19][CH:18]=3)=[N:5][C:4]=2[C:3]=1[C:23]([OH:25])=O.Cl.C([NH:29][CH2:30][C:31]([OH:33])=[O:32])C.[CH2:34](N(CC)CC)[CH3:35].C1CN([P+](ON2N=NC3C=CC=CC2=3)(N2CCCC2)N2CCCC2)CC1.F[P-](F)(F)(F)(F)F. The catalyst is CN(C)C=O. The product is [OH:1][C:2]1[C:3]([C:23]([NH:29][CH2:30][C:31]([O:33][CH2:34][CH3:35])=[O:32])=[O:25])=[C:4]2[C:9](=[CH:10][CH:11]=1)[N:8]=[C:7]([C:12]1[S:13][CH:14]=[CH:15][N:16]=1)[C:6]([C:17]1[CH:22]=[CH:21][CH:20]=[CH:19][CH:18]=1)=[N:5]2. The yield is 0.230. (9) The reactants are C[O:2][C:3](=O)[C@H:4]([CH2:6][C:7]1[CH:12]=[CH:11][CH:10]=[CH:9][CH:8]=1)[NH2:5].[CH3:14][NH2:15]. No catalyst specified. The product is [CH3:14][NH:15][C:3](=[O:2])[C@H:4]([CH2:6][C:7]1[CH:12]=[CH:11][CH:10]=[CH:9][CH:8]=1)[NH2:5]. The yield is 0.820.